This data is from Reaction yield outcomes from USPTO patents with 853,638 reactions. The task is: Predict the reaction yield, written as a fraction of the theoretical maximum amount of product (1.0 means a 100% yield; for example, 0.34 means a 34% yield). (1) The reactants are [CH3:1]/[C:2](/[CH2:11][CH2:12][CH:13]=[C:14]([CH3:16])[CH3:15])=[CH:3]\[CH2:4][CH2:5][C:6]([CH:8]1[CH2:10][CH2:9]1)=[CH2:7].[C:17]([CH2:19][C:20]([OH:22])=[O:21])#[N:18]. No catalyst specified. The product is [C:17]([CH2:19][C:20]([O:22][CH2:9][CH2:10][CH:8]=[C:6]([CH3:7])[CH2:5][CH2:4]/[CH:3]=[C:2](\[CH3:1])/[CH2:11][CH2:12][CH:13]=[C:14]([CH3:15])[CH3:16])=[O:21])#[N:18]. The yield is 0.980. (2) The reactants are C([O:8][C:9]1[CH:14]=[C:13]([O:15]CC2C=CC=CC=2)[C:12]([C:23]([CH3:25])=[CH2:24])=[CH:11][C:10]=1[C:26]([N:28]1[CH2:36][C:35]2[C:30](=[CH:31][CH:32]=[C:33]([C:37]3([OH:44])[CH2:42][CH2:41][N:40]([CH3:43])[CH2:39][CH2:38]3)[CH:34]=2)[CH2:29]1)=[O:27])C1C=CC=CC=1. The catalyst is CO.[Pd]. The product is [OH:8][C:9]1[CH:14]=[C:13]([OH:15])[C:12]([CH:23]([CH3:25])[CH3:24])=[CH:11][C:10]=1[C:26]([N:28]1[CH2:36][C:35]2[C:30](=[CH:31][CH:32]=[C:33]([C:37]3([OH:44])[CH2:42][CH2:41][N:40]([CH3:43])[CH2:39][CH2:38]3)[CH:34]=2)[CH2:29]1)=[O:27]. The yield is 1.00. (3) The reactants are F[C:2](F)(F)[C:3]([OH:5])=O.F[C:9](F)(F)[C:10]([OH:12])=O.[NH2:15][C:16]1[N:21]=[CH:20][N:19]=[C:18]2[N:22]([CH:26]([C:28]3[CH:35]=[C:34](C)[C:31]([C:32]#[N:33])=[C:30]([CH:37]4CNC4)[C:29]=3OCC)[CH3:27])[N:23]=[C:24]([CH3:25])[C:17]=12.C[CH2:45][N:46](C(C)C)[CH:47](C)C.O1[CH2:55][CH2:54]1.O1CCC[CH2:57]1. No catalyst specified. The product is [NH2:15][C:16]1[N:21]=[CH:20][N:19]=[C:18]2[N:22]([CH:26]([C:28]3[CH:29]=[C:30]([CH3:37])[C:31]([C:32]#[N:33])=[C:34]([CH:55]4[CH2:54][N:46]([CH2:47][C:10]([OH:12])([CH3:9])[CH3:57])[CH2:45]4)[C:35]=3[O:5][CH2:3][CH3:2])[CH3:27])[N:23]=[C:24]([CH3:25])[C:17]=12. The yield is 0.500. (4) The reactants are [Li+].[OH-].[C:3]1([C@@H:9]2[CH2:11][C@H:10]2[NH:12][CH2:13][C:14]([O:16]C)=[O:15])[CH:8]=[CH:7][CH:6]=[CH:5][CH:4]=1.C1COCC1.[C:23](O[C:23]([O:25][C:26]([CH3:29])([CH3:28])[CH3:27])=[O:24])([O:25][C:26]([CH3:29])([CH3:28])[CH3:27])=[O:24]. The catalyst is O. The product is [C:26]([O:25][C:23]([N:12]([C@@H:10]1[CH2:11][C@H:9]1[C:3]1[CH:4]=[CH:5][CH:6]=[CH:7][CH:8]=1)[CH2:13][C:14]([OH:16])=[O:15])=[O:24])([CH3:29])([CH3:28])[CH3:27]. The yield is 0.833. (5) The reactants are [F:1][C:2]1[CH:24]=[CH:23][C:5]([CH2:6][CH2:7][C:8]2[S:9][C:10]3[N:11]=[CH:12][N:13]=[C:14]([N:17]4[CH2:22][CH2:21][NH:20][CH2:19][CH2:18]4)[C:15]=3[N:16]=2)=[CH:4][CH:3]=1.[Cl:25][C:26]1[CH:36]=[CH:35][C:29]([O:30][CH2:31][C:32](O)=[O:33])=[CH:28][CH:27]=1. No catalyst specified. The product is [F:1][C:2]1[CH:24]=[CH:23][C:5]([CH2:6][CH2:7][C:8]2[S:9][C:10]3[N:11]=[CH:12][N:13]=[C:14]([N:17]4[CH2:22][CH2:21][N:20]([C:32](=[O:33])[CH2:31][O:30][C:29]5[CH:35]=[CH:36][C:26]([Cl:25])=[CH:27][CH:28]=5)[CH2:19][CH2:18]4)[C:15]=3[N:16]=2)=[CH:4][CH:3]=1. The yield is 0.480.